From a dataset of Reaction yield outcomes from USPTO patents with 853,638 reactions. Predict the reaction yield, written as a fraction of the theoretical maximum amount of product (1.0 means a 100% yield; for example, 0.34 means a 34% yield). (1) The reactants are [Br:1][C:2]1[CH:3]=[C:4]([NH:10][C:11]2[N:16]=[CH:15][C:14]([N:17]3[CH2:22][CH2:21][N:20](C(OC(C)(C)C)=O)[CH2:19][C@H:18]3[CH3:30])=[CH:13][CH:12]=2)[C:5](=[O:9])[N:6]([CH3:8])[CH:7]=1.Cl.O1CCOCC1. The catalyst is CO. The product is [Br:1][C:2]1[CH:3]=[C:4]([NH:10][C:11]2[CH:12]=[CH:13][C:14]([N:17]3[CH2:22][CH2:21][NH:20][CH2:19][C@H:18]3[CH3:30])=[CH:15][N:16]=2)[C:5](=[O:9])[N:6]([CH3:8])[CH:7]=1. The yield is 0.950. (2) The reactants are [Cl:1][C:2]1[CH:7]=[CH:6][C:5](B(O)O)=[CH:4][C:3]=1[C:11]([F:14])([F:13])[F:12].[C:15]([O:19][C:20](=[O:31])[NH:21][CH2:22][CH2:23][C:24]1[CH:29]=[CH:28][C:27]([OH:30])=[CH:26][CH:25]=1)([CH3:18])([CH3:17])[CH3:16].C(N(CC)CC)C.N1C=CC=CC=1. The product is [C:15]([O:19][C:20](=[O:31])[NH:21][CH2:22][CH2:23][C:24]1[CH:29]=[CH:28][C:27]([O:30][C:5]2[CH:6]=[CH:7][C:2]([Cl:1])=[C:3]([C:11]([F:14])([F:13])[F:12])[CH:4]=2)=[CH:26][CH:25]=1)([CH3:18])([CH3:16])[CH3:17]. The catalyst is C(Cl)Cl.C([O-])(=O)C.[Cu+2].C([O-])(=O)C. The yield is 0.240. (3) The reactants are [NH2:1][C:2]1[CH:6]=[C:5]([C:7]([CH3:10])([CH3:9])[CH3:8])[Se:4][C:3]=1[C:11]#[N:12].C([OH:15])C. The catalyst is [OH-].[Na+]. The product is [NH2:1][C:2]1[CH:6]=[C:5]([C:7]([CH3:9])([CH3:8])[CH3:10])[Se:4][C:3]=1[C:11]([NH2:12])=[O:15]. The yield is 0.830. (4) The reactants are C(OC([N:8]1[CH2:13][CH2:12][CH:11]([C:14]2[C:18]3[CH:19]=[CH:20][CH:21]=[C:22]([O:23][CH3:24])[C:17]=3[O:16][N:15]=2)[CH2:10][CH2:9]1)=O)(C)(C)C.[ClH:25].CO. The catalyst is CCOCC. The product is [ClH:25].[CH3:24][O:23][C:22]1[C:17]2[O:16][N:15]=[C:14]([CH:11]3[CH2:12][CH2:13][NH:8][CH2:9][CH2:10]3)[C:18]=2[CH:19]=[CH:20][CH:21]=1. The yield is 0.980. (5) The product is [CH3:1][C:2]1[CH:24]=[CH:23][C:5]([C:6]([N:8]2[CH2:13][CH2:12][CH:11]([C:14](=[O:22])[C:15]3[CH:20]=[CH:19][C:18]([N:25]([CH3:30])[CH3:26])=[CH:17][CH:16]=3)[CH2:10][CH2:9]2)=[O:7])=[CH:4][CH:3]=1. The reactants are [CH3:1][C:2]1[CH:24]=[CH:23][C:5]([C:6]([N:8]2[CH2:13][CH2:12][CH:11]([C:14](=[O:22])[C:15]3[CH:20]=[CH:19][C:18](F)=[CH:17][CH:16]=3)[CH2:10][CH2:9]2)=[O:7])=[CH:4][CH:3]=1.[NH:25]1[CH2:30]COC[CH2:26]1. The catalyst is CN(C=O)C. The yield is 0.290. (6) The reactants are [Cl:1][C:2]1[CH:7]=[C:6](S(C(F)(F)F)(=O)=O)[C:5]([S:15]([C:18]([F:21])([F:20])[F:19])(=[O:17])=[O:16])=[CH:4][C:3]=1[Cl:22].[CH3:23][S:24][C:25]1[CH:30]=[CH:29][C:28](B(O)O)=[CH:27][CH:26]=1.C([O-])([O-])=O.[K+].[K+]. The catalyst is C1(C)C=CC=CC=1.C(Cl)Cl.C1C=CC([P]([Pd]([P](C2C=CC=CC=2)(C2C=CC=CC=2)C2C=CC=CC=2)([P](C2C=CC=CC=2)(C2C=CC=CC=2)C2C=CC=CC=2)[P](C2C=CC=CC=2)(C2C=CC=CC=2)C2C=CC=CC=2)(C2C=CC=CC=2)C2C=CC=CC=2)=CC=1. The product is [Cl:22][C:3]1[CH:4]=[C:5]([S:15]([C:18]([F:19])([F:20])[F:21])(=[O:16])=[O:17])[C:6]([C:28]2[CH:29]=[CH:30][C:25]([S:24][CH3:23])=[CH:26][CH:27]=2)=[CH:7][C:2]=1[Cl:1]. The yield is 0.560. (7) The product is [CH3:1][O:2][C:3]1[CH:4]=[CH:5][C:6]([CH2:9][C@@H:10]([NH:12][CH2:13][C:14]2[CH:19]=[CH:18][CH:17]=[CH:16][CH:15]=2)[CH3:11])=[CH:7][CH:8]=1. The yield is 0.440. No catalyst specified. The reactants are [CH3:1][O:2][C:3]1[CH:8]=[CH:7][C:6]([CH2:9][CH:10]([NH:12][CH2:13][C:14]2[CH:19]=[CH:18][CH:17]=[CH:16][CH:15]=2)[CH3:11])=[CH:5][CH:4]=1.C(O)(=O)[C@@H](C1C=CC=CC=1)O.